Dataset: Forward reaction prediction with 1.9M reactions from USPTO patents (1976-2016). Task: Predict the product of the given reaction. (1) Given the reactants [NH2:1][C:2]1[C:3]([CH3:15])=[C:4]([CH2:9][CH2:10][C:11]([O:13][CH3:14])=[O:12])[CH:5]=[CH:6][C:7]=1[Cl:8].C1COCC1.C(N(CC)C(C)C)(C)C.[Cl:30][C:31]1[CH:36]=[CH:35][C:34]([C@H:37]([C@@H:41]([CH3:46])[C:42]([F:45])([F:44])[F:43])[C:38](Cl)=[O:39])=[CH:33][CH:32]=1, predict the reaction product. The product is: [Cl:8][C:7]1[CH:6]=[CH:5][C:4]([CH2:9][CH2:10][C:11]([O:13][CH3:14])=[O:12])=[C:3]([CH3:15])[C:2]=1[NH:1][C:38](=[O:39])[C@H:37]([C:34]1[CH:33]=[CH:32][C:31]([Cl:30])=[CH:36][CH:35]=1)[C@@H:41]([CH3:46])[C:42]([F:43])([F:44])[F:45]. (2) The product is: [NH:13]1[C:12]2[CH:14]=[CH:15][CH:16]=[CH:17][C:11]=2[N:72]=[C:9]1[CH:8]([O:18][CH:19]1[CH2:24][CH2:23][N:22]([CH3:25])[CH2:21][CH2:20]1)[C:4]1[CH:3]=[C:2]([CH:7]=[CH:6][CH:5]=1)[C:27]#[N:28]. Given the reactants Br[C:2]1[CH:3]=[C:4]([CH:8]([O:18][CH:19]2[CH2:24][CH2:23][N:22]([CH3:25])[CH2:21][CH2:20]2)[C:9]2S[C:11]3[CH:17]=[CH:16][CH:15]=[CH:14][C:12]=3[N:13]=2)[CH:5]=[CH:6][CH:7]=1.[Cu][C:27]#[N:28].CC1(C)C2C(=C(P(C3C=CC=CC=3)C3C=CC=CC=3)C=CC=2)OC2C(P(C3C=CC=CC=3)C3C=CC=CC=3)=CC=CC1=2.C[N:72](C)C=O, predict the reaction product. (3) Given the reactants CC1(C)COB([C:8]2[CH:9]=[C:10]([C@@H:14]([NH:18][C:19](=[O:25])[O:20][C:21]([CH3:24])([CH3:23])[CH3:22])[CH2:15][CH:16]=[CH2:17])[CH:11]=[CH:12][CH:13]=2)OC1.Br[C:28]1[C:33]([NH2:34])=[CH:32][CH:31]=[C:30]([CH3:35])[N:29]=1.C([O-])([O-])=O.[Na+].[Na+], predict the reaction product. The product is: [NH2:34][C:33]1[C:28]([C:8]2[CH:9]=[C:10]([C@@H:14]([NH:18][C:19](=[O:25])[O:20][C:21]([CH3:22])([CH3:23])[CH3:24])[CH2:15][CH:16]=[CH2:17])[CH:11]=[CH:12][CH:13]=2)=[N:29][C:30]([CH3:35])=[CH:31][CH:32]=1. (4) Given the reactants [NH2:1][C:2]1[S:6][C:5]([C:7]([O:9]CC)=O)=[N:4][N:3]=1.[CH:12]1([NH2:15])[CH2:14][CH2:13]1, predict the reaction product. The product is: [NH2:1][C:2]1[S:6][C:5]([C:7]([NH:15][CH:12]2[CH2:14][CH2:13]2)=[O:9])=[N:4][N:3]=1.